Dataset: Experimentally validated miRNA-target interactions with 360,000+ pairs, plus equal number of negative samples. Task: Binary Classification. Given a miRNA mature sequence and a target amino acid sequence, predict their likelihood of interaction. (1) The miRNA is hsa-miR-1244 with sequence AAGUAGUUGGUUUGUAUGAGAUGGUU. The protein sequence of the target gene is MLGVRCLLRSVRFCSSAPFPKHKPSAKLSVRDALGAQNASGERIKIQGWIRSVRSQKEVLFLHVNDGSSLESLQVVADSGLDSRELNFGSSVEVQGQLIKSPSKRQNVELKAEKIKVIGNCDAKDFPIKYKERHPLEYLRQYPHFRCRTNVLGSILRIRSEATAAIHSFFKDSGFVHIHTPIITSNDSEGAGELFQLEPSGKLKVPEENFFNVPAFLTVSGQLHLEVMSGAFTQVFTFGPTFRAENSQSRRHLAEFYMIEAEISFVDSLQDLMQVIEELFKATTMMVLSKCPEDVELCHK.... Result: 0 (no interaction). (2) The miRNA is hsa-miR-577 with sequence UAGAUAAAAUAUUGGUACCUG. The protein sequence of the target gene is MLERKKPKTAENQKASEENEITQPGGSSAKPGLPCLNFEAVLSPDPALIHSTHSLTNSHAHTGSSDCDISCKGMTERIHSINLHNFSNSVLETLNEQRNRGHFCDVTVRIHGSMLRAHRCVLAAGSPFFQDKLLLGYSDIEIPSVVSVQSVQKLIDFMYSGVLRVSQSEALQILTAASILQIKTVIDECTRIVSQNVGDVFPGIQDSGQDTPRGTPESGTSGQSSDTESGYLQSHPQHSVDRIYSALYACSMQNGSGERSFYSGAVVSHHETALGLPRDHHMEDPSWITRIHERSQQMER.... Result: 1 (interaction). (3) The miRNA is hsa-miR-335-5p with sequence UCAAGAGCAAUAACGAAAAAUGU. The protein sequence of the target gene is MSQPAGGRRKPRTLGPPVCSIRPFKSSEQYLEAMKEDLAEWLRDLYGLDIDAANFLQVLETGLVLCQHANVVTDAALAFLAEAPAQAQKIPMPRVGVSCNGAAQPGTFQARDNVSNFIQWCRKEMGIQEVLMFETEDLVLRKNVKNVVLCLLELGRRAWRFGVAAPTLVQLEEEIEEEVRRELALPPPDPSPPAPPRRQPCHFRNLDQMVQSLVSHCTCPVQFSMVKVSEGKYRVGDSNTLIFIRILRNHVMVRVGGGWDTLGHYLDKHDPCRCTSLSHKPGSFLKPPAPPVQHEVRVQD.... Result: 1 (interaction). (4) The miRNA is hsa-miR-8052 with sequence CGGGACUGUAGAGGGCAUGAGC. The protein sequence of the target gene is MPLYEGLGSGGEKTAVVIDLGEAFTKCGFAGETGPRCIIPSVIKRAGMSKPIKVVQYNINTEELYSYLKEFIHILYFRHLLVNPRDRRVVVIESVLCPSHFRETLTRVLFKYFEVPSVLLAPSHLMALLTLGINSAMVLDCGYRESLVLPIYEGIPILNCWGALPLGGKALHKELETQLLEQCTVDTGAAKGQSLPSVMGSVPEGVLEDIKVRTCFVSDLKRGLQIQAAKFNIDGNNERPTPPPNVDYPLDGEKILHVLGSIRDSVVEILFEQDNEEKSVATLILDSLLQCPIDTRKQLA.... Result: 0 (no interaction). (5) The miRNA is hsa-miR-6728-3p with sequence UCUCUGCUCUGCUCUCCCCAG. The protein sequence of the target gene is MAMVSEFLKQAWFIENEEQEYVQTVKSSKGGPGSAVSPYPTFNPSSDVAALHKAIMVKGVDEATIIDILTKRNNAQRQQIKAAYLQETGKPLDETLKKALTGHLEEVVLALLKTPAQFDADELRAAMKGLGTDEDTLIEILASRTNKEIRDINRVYREELKRDLAKDITSDTSGDFRNALLSLAKGDRSEDFGVNEDLADSDARALYEAGERRKGTDVNVFNTILTTRSYPQLRRVFQKYTKYSKHDMNKVLDLELKGDIEKCLTAIVKCATSKPAFFAEKLHQAMKGVGTRHKALIRIM.... Result: 0 (no interaction). (6) The miRNA is hsa-miR-383-3p with sequence ACAGCACUGCCUGGUCAGA. The protein sequence of the target gene is MTTATPLGDTTFFSLNMTTRGEDFLYKSSGAIVAAVVVVVIIIFTVVLILLKMYNRKMRTRRELEPKGPKPTAPSAVGPNSNGSQHPATVTFSPVDVQVETR. Result: 1 (interaction).